From a dataset of Reaction yield outcomes from USPTO patents with 853,638 reactions. Predict the reaction yield, written as a fraction of the theoretical maximum amount of product (1.0 means a 100% yield; for example, 0.34 means a 34% yield). (1) The reactants are Cl[C:2]1[CH:7]=[C:6]([CH3:8])[C:5]([N+:9]([O-:11])=[O:10])=[CH:4][N:3]=1.O.[NH:13]1[CH2:17][CH2:16][CH2:15][CH2:14]1. No catalyst specified. The product is [CH3:8][C:6]1[C:5]([N+:9]([O-:11])=[O:10])=[CH:4][N:3]=[C:2]([N:13]2[CH2:17][CH2:16][CH2:15][CH2:14]2)[CH:7]=1. The yield is 1.00. (2) The reactants are [Cl:1][C:2]1[C:6]([Cl:7])=[C:5]([CH3:8])[NH:4][C:3]=1[C:9]([OH:11])=O.[NH2:12][C@@H:13]1[CH2:18][CH2:17][N:16]([C:19]([O:21][CH3:22])=[O:20])[CH2:15][C@@H:14]1[CH3:23].C1C=CC2N(O)N=NC=2C=1.CN1CCOCC1.CCN=C=NCCCN(C)C.Cl. The catalyst is ClCCl. The yield is 0.670. The product is [Cl:1][C:2]1[C:6]([Cl:7])=[C:5]([CH3:8])[NH:4][C:3]=1[C:9]([NH:12][C@@H:13]1[CH2:18][CH2:17][N:16]([C:19]([O:21][CH3:22])=[O:20])[CH2:15][C@@H:14]1[CH3:23])=[O:11]. (3) The reactants are [F:1][C:2]1[CH:7]=[CH:6][CH:5]=[CH:4][CH:3]=1.O.[C:9]([OH:13])(=[O:12])[CH:10]=O.S(=O)(=O)(O)O.[OH-].[K+]. The catalyst is C(O)(=O)C.O. The product is [F:1][C:2]1[CH:7]=[CH:6][C:5]([CH:10]([C:5]2[CH:6]=[CH:7][C:2]([F:1])=[CH:3][CH:4]=2)[C:9]([OH:13])=[O:12])=[CH:4][CH:3]=1. The yield is 0.820. (4) The reactants are [CH2:1]([N:3]([CH2:15][CH3:16])[CH2:4][CH2:5][CH2:6][O:7][C:8]1[CH:13]=[CH:12][C:11]([NH2:14])=[CH:10][CH:9]=1)[CH3:2].[F:17][C:18]1[CH:26]=[C:25]2[C:21]([C:22](=[CH:28]O)[C:23](=[O:27])[NH:24]2)=[CH:20][CH:19]=1. No catalyst specified. The product is [CH2:15]([N:3]([CH2:1][CH3:2])[CH2:4][CH2:5][CH2:6][O:7][C:8]1[CH:9]=[CH:10][C:11]([NH:14][CH:28]=[C:22]2[C:21]3[C:25](=[CH:26][C:18]([F:17])=[CH:19][CH:20]=3)[NH:24][C:23]2=[O:27])=[CH:12][CH:13]=1)[CH3:16]. The yield is 0.610. (5) The reactants are Cl.[NH2:2][CH:3]1[CH2:7][N:6]([C:8]2[CH:13]=[CH:12][C:11](/[CH:14]=[CH:15]/[C:16]3[CH:21]=[CH:20][CH:19]=[C:18]([F:22])[CH:17]=3)=[CH:10][CH:9]=2)[C:5](=[O:23])[CH2:4]1.C(N(CC)CC)C.[C:31](Cl)(=[O:33])[CH3:32]. The catalyst is ClCCl. The product is [F:22][C:18]1[CH:17]=[C:16](/[CH:15]=[CH:14]/[C:11]2[CH:10]=[CH:9][C:8]([N:6]3[C:5](=[O:23])[CH2:4][CH:3]([NH:2][C:31](=[O:33])[CH3:32])[CH2:7]3)=[CH:13][CH:12]=2)[CH:21]=[CH:20][CH:19]=1. The yield is 0.780. (6) The reactants are Br[C:2]1[CH:3]=[CH:4][C:5]([C:8]([O:10][CH3:11])=[O:9])=[N:6][CH:7]=1.[CH3:12][C:13]([CH3:17])([CH3:16])[C:14]#[CH:15]. The catalyst is [Cu]I.[Pd](Cl)Cl.C1(P(C2C=CC=CC=2)C2C=CC=CC=2)C=CC=CC=1.C1(P(C2C=CC=CC=2)C2C=CC=CC=2)C=CC=CC=1.C(N(CC)CC)C. The product is [CH3:12][C:13]([CH3:17])([CH3:16])[C:14]#[C:15][C:2]1[CH:3]=[CH:4][C:5]([C:8]([O:10][CH3:11])=[O:9])=[N:6][CH:7]=1. The yield is 0.920.